Regression. Given a peptide amino acid sequence and an MHC pseudo amino acid sequence, predict their binding affinity value. This is MHC class II binding data. From a dataset of Peptide-MHC class II binding affinity with 134,281 pairs from IEDB. (1) The MHC is DRB1_1501 with pseudo-sequence DRB1_1501. The peptide sequence is IGPEAAEAAAAAPAA. The binding affinity (normalized) is 0.276. (2) The peptide sequence is KGDEQKLRSAGELEL. The binding affinity (normalized) is 0.348. The MHC is DRB1_0901 with pseudo-sequence DRB1_0901. (3) The peptide sequence is EKGYFAATQFEPLAA. The MHC is HLA-DQA10501-DQB10201 with pseudo-sequence HLA-DQA10501-DQB10201. The binding affinity (normalized) is 0.471. (4) The peptide sequence is WELGLSPQQICTNFK. The MHC is DRB5_0101 with pseudo-sequence DRB5_0101. The binding affinity (normalized) is 0.200. (5) The peptide sequence is FKAAVAAAANAPPAD. The MHC is HLA-DPA10201-DPB11401 with pseudo-sequence HLA-DPA10201-DPB11401. The binding affinity (normalized) is 0.538. (6) The peptide sequence is LGALTGTYVYNHLTPLRDWA. The MHC is DRB1_0701 with pseudo-sequence DRB1_0701. The binding affinity (normalized) is 0.560. (7) The peptide sequence is AFKIAATAANAAPTN. The MHC is DRB4_0101 with pseudo-sequence DRB4_0103. The binding affinity (normalized) is 0.611.